From a dataset of Experimentally validated miRNA-target interactions with 360,000+ pairs, plus equal number of negative samples. Binary Classification. Given a miRNA mature sequence and a target amino acid sequence, predict their likelihood of interaction. (1) The miRNA is hsa-miR-133a-3p with sequence UUUGGUCCCCUUCAACCAGCUG. The protein sequence of the target gene is MVRILANGEIVQDDDPRVRTTTQHRSSSSQQGFFNRGHGAPPGGPGPRQQQAGARLGAAQSPFSDLNRQLVNMGFPQWHLGNHVVEPVTSILLLFLLMMLGVRGLLLVGLVYLVSHLSQR. Result: 0 (no interaction). (2) The miRNA is hsa-miR-6798-3p with sequence CUACCCCCCAUCCCCCUGUAG. Result: 0 (no interaction). The protein sequence of the target gene is MRGGRGAPFWLWPLPKLALLPLLWVLFQRTRPQGSAGPLQCYGVGPLGDLNCSWEPLGDLGAPSELHLQSQKYRSNKTQTVAVAAGRSWVAIPREQLTMSDKLLVWGTKAGQPLWPPVFVNLETQMKPNAPRLGPDVDFSEDDPLEATVHWAPPTWPSHKVLICQFHYRRCQEAAWTLLEPELKTIPLTPVEIQDLELATGYKVYGRCRMEKEEDLWGEWSPILSFQTPPSAPKDVWVSGNLCGTPGGEEPLLLWKAPGPCVQVSYKVWFWVGGRELSPEGITCCCSLIPSGAEWARVSA.... (3) The miRNA is mmu-miR-124-3p with sequence UAAGGCACGCGGUGAAUGCC. The protein sequence of the target gene is MAQQAADKYLYVDKNFINNPLAQADWAAKKLVWVPSSKNGFEPASLKEEVGEEAIVELVENGKKVKVNKDDIQKMNPPKFSKVEDMAELTCLNEASVLHNLKERYYSGLIYTYSGLFCVVINPYKNLPIYSEEIVEMYKGKKRHEMPPHIYAITDTAYRSMMQDREDQSILCTGESGAGKTENTKKVIQYLAHVASSHKSKKDQGELERQLLQANPILEAFGNAKTVKNDNSSRFGKFIRINFDVNGYIVGANIETYLLEKSRAIRQAKEERTFHIFYYLLSGAGEHLKTDLLLEPYNKY.... Result: 1 (interaction). (4) The miRNA is cel-miR-231-3p with sequence UAAGCUCGUGAUCAACAGGCAGAA. The protein sequence of the target gene is MNLLDPFMKMTDEQEKGLSGAPSPTMSEDSAGSPCPSGSGSDTENTRPQENTFPKGEPDLKKESEEDKFPVCIREAVSQVLKGYDWTLVPMPVRVNGSSKNKPHVKRPMNAFMVWAQAARRKLADQYPHLHNAELSKTLGKLWRLLNESEKRPFVEEAERLRVQHKKDHPDYKYQPRRRKSVKNGQAEAEEATEQTHISPNAIFKALQADSPHSSSGMSEVHSPGEHSGQSQGPPTPPTTPKTDVQAGKVDLKREGRPLAEGGRQPPIDFRDVDIGELSSDVISNIETFDVNEFDQYLPP.... Result: 0 (no interaction). (5) The miRNA is hsa-miR-15b-5p with sequence UAGCAGCACAUCAUGGUUUACA. The protein sequence of the target gene is MSNITIDPDVKPGEYVIKSLFAEFAVQAEKKIEVVMAEPLEKLLSRSLQRGEDLQFDQLISSMSSVAEHCLPSLLRTLFDWYRRQNGTEDESYEYRPRSSTKSKGDEQQRERDYLLERRDLAVDFIFCLVLVEVLKQIPVHPVPDPLVHEVLNLAFKHFKHKEGYSGTNTGNVHIIADLYAEVIGVLAQSKFQAVRKKFVTELKELRQKEQSPHVVQSVISLIMGMKFFRVKMYPVEDFEASFQFMQECAQYFLEVKDKDIKHALAGLFVEILIPVAAAVKNEVNVPCLKNFVEMLYQTT.... Result: 1 (interaction).